This data is from Forward reaction prediction with 1.9M reactions from USPTO patents (1976-2016). The task is: Predict the product of the given reaction. (1) Given the reactants Cl[C:2]1[CH:7]=[C:6]([O:8][CH3:9])[CH:5]=[CH:4][N:3]=1.C[Sn](C)(C)[Sn](C)(C)C.[CH3:18][S:19]([O:22][C:23]1[CH:28]=[CH:27][C:26]([C:29]2([C:37]3[CH:42]=[CH:41][C:40]([F:43])=[C:39](Br)[CH:38]=3)[C:33](=[O:34])[N:32]([CH3:35])[C:31]([NH2:36])=[N:30]2)=[CH:25][CH:24]=1)(=[O:21])=[O:20], predict the reaction product. The product is: [CH3:18][S:19]([O:22][C:23]1[CH:28]=[CH:27][C:26]([C:29]2([C:37]3[CH:38]=[CH:39][C:40]([F:43])=[C:41]([C:2]4[CH:7]=[C:6]([O:8][CH3:9])[CH:5]=[CH:4][N:3]=4)[CH:42]=3)[C:33](=[O:34])[N:32]([CH3:35])[C:31]([NH2:36])=[N:30]2)=[CH:25][CH:24]=1)(=[O:21])=[O:20]. (2) The product is: [C:10]([CH2:12][C:13]1[NH:15][N:16]=[C:4]([CH3:5])[N:9]=1)#[N:11]. Given the reactants [OH-].[Na+].Cl.[C:4](=[NH:9])(OCC)[CH3:5].[C:10]([CH2:12][C:13]([NH:15][NH2:16])=O)#[N:11], predict the reaction product. (3) Given the reactants [CH2:1]([C:5]1[O:6][C:7]2[CH:23]=[CH:22][CH:21]=[CH:20][C:8]=2[C:9]=1[CH2:10][CH2:11][C:12]1[CH:17]=[CH:16][C:15]([O:18]C)=[CH:14][CH:13]=1)[CH2:2][CH2:3][CH3:4].B(Br)(Br)Br.C(Cl)Cl, predict the reaction product. The product is: [CH2:1]([C:5]1[O:6][C:7]2[CH:23]=[CH:22][CH:21]=[CH:20][C:8]=2[C:9]=1[CH2:10][CH2:11][C:12]1[CH:13]=[CH:14][C:15]([OH:18])=[CH:16][CH:17]=1)[CH2:2][CH2:3][CH3:4]. (4) Given the reactants [Cl:1][C:2]1[CH:3]=[C:4]([C@@H:8]2[C@@H:13]([C:14]3[CH:19]=[CH:18][C:17]([Cl:20])=[CH:16][CH:15]=3)[N:12]([C@@H:21]([CH2:28][CH3:29])[CH2:22][O:23][CH2:24][CH:25]3[CH2:27][CH2:26]3)[C:11](=[O:30])[CH2:10][CH2:9]2)[CH:5]=[CH:6][CH:7]=1.IC.[CH3:33][Si]([N-][Si](C)(C)C)(C)C.[Li+], predict the reaction product. The product is: [Cl:1][C:2]1[CH:3]=[C:4]([C@@H:8]2[C@@H:13]([C:14]3[CH:19]=[CH:18][C:17]([Cl:20])=[CH:16][CH:15]=3)[N:12]([C@@H:21]([CH2:28][CH3:29])[CH2:22][O:23][CH2:24][CH:25]3[CH2:27][CH2:26]3)[C:11](=[O:30])[CH:10]([CH3:33])[CH2:9]2)[CH:5]=[CH:6][CH:7]=1. (5) Given the reactants Cl.Cl.Cl.[O:4]1[C:8]2=[C:9]([N:13]3[CH2:18][CH2:17][N:16]([CH2:19][CH2:20][C@H:21]4[CH2:26][CH2:25][C@H:24]([NH2:27])[CH2:23][CH2:22]4)[CH2:15][CH2:14]3)[N:10]=[CH:11][CH:12]=[C:7]2[CH2:6][CH2:5]1.[N:28]1([C:34]2[N:35]=[CH:36][C:37]([C:40](O)=[O:41])=[N:38][CH:39]=2)[CH2:33][CH2:32][O:31][CH2:30][CH2:29]1, predict the reaction product. The product is: [O:4]1[C:8]2=[C:9]([N:13]3[CH2:18][CH2:17][N:16]([CH2:19][CH2:20][C@H:21]4[CH2:26][CH2:25][C@H:24]([NH:27][C:40]([C:37]5[CH:36]=[N:35][C:34]([N:28]6[CH2:33][CH2:32][O:31][CH2:30][CH2:29]6)=[CH:39][N:38]=5)=[O:41])[CH2:23][CH2:22]4)[CH2:15][CH2:14]3)[N:10]=[CH:11][CH:12]=[C:7]2[CH2:6][CH2:5]1. (6) Given the reactants [F:1][C:2]1[CH:10]=[CH:9][C:8]([CH2:11][C:12]2[C:21]3[C:16](=[CH:17][CH:18]=[CH:19][CH:20]=3)[C:15](=[O:22])[NH:14][N:13]=2)=[CH:7][C:3]=1[C:4](O)=[O:5].F[P-](F)(F)(F)(F)F.N1(OC(N(C)C)=[N+](C)C)C2C=CC=CC=2N=N1.[F:47][C:48]([F:62])([F:61])[C:49]1[N:53]2[CH2:54][CH2:55][NH:56][CH2:57][C:52]2=[C:51]([C:58]([NH2:60])=[O:59])[N:50]=1.C(N(CC)C(C)C)(C)C, predict the reaction product. The product is: [F:1][C:2]1[CH:10]=[CH:9][C:8]([CH2:11][C:12]2[C:21]3[C:16](=[CH:17][CH:18]=[CH:19][CH:20]=3)[C:15](=[O:22])[NH:14][N:13]=2)=[CH:7][C:3]=1[C:4]([N:56]1[CH2:55][CH2:54][N:53]2[C:49]([C:48]([F:62])([F:47])[F:61])=[N:50][C:51]([C:58]([NH2:60])=[O:59])=[C:52]2[CH2:57]1)=[O:5]. (7) Given the reactants [NH:1]1[CH2:6][CH2:5][CH:4]([N:7]2[C:11]3[CH:12]=[CH:13][C:14]([NH2:16])=[CH:15][C:10]=3[N:9]=[CH:8]2)[CH2:3][CH2:2]1.Br[CH2:18][C:19]1[CH:24]=[CH:23][C:22]([C:25]([OH:34])([C:30]([F:33])([F:32])[F:31])[C:26]([F:29])([F:28])[F:27])=[CH:21][CH:20]=1.C(=O)([O-])[O-].[K+].[K+], predict the reaction product. The product is: [NH2:16][C:14]1[CH:13]=[CH:12][C:11]2[N:7]([CH:4]3[CH2:3][CH2:2][N:1]([CH2:18][C:19]4[CH:20]=[CH:21][C:22]([C:25]([OH:34])([C:26]([F:27])([F:28])[F:29])[C:30]([F:31])([F:32])[F:33])=[CH:23][CH:24]=4)[CH2:6][CH2:5]3)[CH:8]=[N:9][C:10]=2[CH:15]=1.